Predict the reaction yield, written as a fraction of the theoretical maximum amount of product (1.0 means a 100% yield; for example, 0.34 means a 34% yield). From a dataset of Reaction yield outcomes from USPTO patents with 853,638 reactions. (1) The reactants are Cl[C:2]1[CH:7]=[CH:6][N:5]=[C:4]([S:8]([CH3:11])(=[O:10])=[O:9])[N:3]=1.S1C(C2C=C(N)C=C3C=2N[N:23]=C3)=CC2C=CC=CC1=2.CCN(CC)CC. The catalyst is COCCOC. The product is [CH3:11][S:8]([C:4]1[N:3]=[C:2]([NH2:23])[CH:7]=[CH:6][N:5]=1)(=[O:10])=[O:9]. The yield is 0.360. (2) The reactants are [CH2:1]([O:8][C:9]1[CH:10]=[CH:11][C:12]([C@@H:20]([OH:23])[CH2:21][Br:22])=[C:13]2[C:18]=1[NH:17][C:16](=[O:19])[CH:15]=[CH:14]2)[C:2]1[CH:7]=[CH:6][CH:5]=[CH:4][CH:3]=1.CN(C)C=O.N1C(C)=CC=CC=1C.FC(F)(F)S(O[Si:43]([C:46]([CH3:49])([CH3:48])[CH3:47])([CH3:45])[CH3:44])(=O)=O. The catalyst is C1CCCCC1.CO. The product is [CH2:1]([O:8][C:9]1[CH:10]=[CH:11][C:12]([C@@H:20]([O:23][Si:43]([C:46]([CH3:49])([CH3:48])[CH3:47])([CH3:45])[CH3:44])[CH2:21][Br:22])=[C:13]2[C:18]=1[NH:17][C:16](=[O:19])[CH:15]=[CH:14]2)[C:2]1[CH:3]=[CH:4][CH:5]=[CH:6][CH:7]=1. The yield is 0.800. (3) The reactants are [Cl:1][C:2]1[CH:3]=[C:4]2[C:9](=[CH:10][C:11]=1[O:12][C:13]1[CH:21]=[CH:20][C:16]([C:17](O)=[O:18])=[CH:15][CH:14]=1)[O:8][CH2:7][CH2:6][CH:5]2[C:22]([O:24][CH2:25][CH3:26])=[O:23].[Cl:27][C:28]1[CH:33]=[CH:32][C:31]([CH:34]2[CH2:39][CH2:38][CH:37]([NH2:40])[CH2:36][CH2:35]2)=[CH:30][CH:29]=1.Cl.C(N=C=NCCCN(C)C)C. The catalyst is CN(C)C1C=CN=CC=1.CN(C=O)C.CCOC(C)=O. The product is [Cl:1][C:2]1[CH:3]=[C:4]2[C:9](=[CH:10][C:11]=1[O:12][C:13]1[CH:21]=[CH:20][C:16]([C:17](=[O:18])[NH:40][CH:37]3[CH2:38][CH2:39][CH:34]([C:31]4[CH:30]=[CH:29][C:28]([Cl:27])=[CH:33][CH:32]=4)[CH2:35][CH2:36]3)=[CH:15][CH:14]=1)[O:8][CH2:7][CH2:6][CH:5]2[C:22]([O:24][CH2:25][CH3:26])=[O:23]. The yield is 0.860. (4) The reactants are [F:1][C:2]1[CH:7]=[CH:6][C:5]([C:8]2[C:16]3[C:11](=[CH:12][CH:13]=[C:14]([C:17](=O)[CH3:18])[CH:15]=3)[NH:10][N:9]=2)=[CH:4][CH:3]=1.[NH2:20][C:21]([NH2:23])=[NH:22].C[O-].[Na+].F[C:28](F)(F)C(O)=O. The catalyst is CC#N.O.CO. The product is [F:1][C:2]1[CH:7]=[CH:6][C:5]([C:8]2[C:16]3[C:11](=[CH:12][CH:13]=[C:14]([C:17]4[CH:18]=[CH:28][N:20]=[C:21]([NH2:23])[N:22]=4)[CH:15]=3)[NH:10][N:9]=2)=[CH:4][CH:3]=1. The yield is 0.0300. (5) The reactants are [F:1][C:2]1[CH:7]=[CH:6][CH:5]=[CH:4][C:3]=1[C:8]1[CH:12]=[C:11]([NH2:13])[N:10]([CH3:14])[N:9]=1.[C:15]([O:18][C:19](Cl)=[O:20])([CH3:17])=[CH2:16]. The product is [F:1][C:2]1[CH:7]=[CH:6][CH:5]=[CH:4][C:3]=1[C:8]1[CH:12]=[C:11]([NH:13][C:19](=[O:20])[O:18][C:15]([CH3:17])=[CH2:16])[N:10]([CH3:14])[N:9]=1. The catalyst is C(OCC)(=O)C.C([O-])(O)=O.[Na+]. The yield is 0.820. (6) The reactants are [Cl:1][C:2]1[CH:3]=[C:4]([NH:16][C:17]2[C:26]3[C:21](=[CH:22][CH:23]=[CH:24][C:25]=3[O:27][C@@H:28]([CH3:33])[C:29](OC)=[O:30])[N:20]=[CH:19][N:18]=2)[CH:5]=[CH:6][C:7]=1[O:8][CH2:9][C:10]1[CH:15]=[CH:14][CH:13]=[CH:12][N:11]=1.O.[OH:35][C@H:36]1[CH2:40][CH2:39][NH:38][CH2:37]1. No catalyst specified. The product is [Cl:1][C:2]1[CH:3]=[C:4]([NH:16][C:17]2[C:26]3[C:21](=[CH:22][CH:23]=[CH:24][C:25]=3[O:27][C@@H:28]([CH3:33])[C:29]([N:38]3[CH2:39][CH2:40][C@@H:36]([OH:35])[CH2:37]3)=[O:30])[N:20]=[CH:19][N:18]=2)[CH:5]=[CH:6][C:7]=1[O:8][CH2:9][C:10]1[CH:15]=[CH:14][CH:13]=[CH:12][N:11]=1. The yield is 0.300. (7) The reactants are [CH3:1][C:2]1[CH:3]=[C:4]([CH:9]=[C:10]([C:14]2[CH:19]=[CH:18][C:17]([O:20][C:21]3[CH:26]=[CH:25][C:24]([CH2:27][CH:28]4[S:32][C:31](=[O:33])[NH:30][C:29]4=[O:34])=[CH:23][CH:22]=3)=[CH:16][CH:15]=2)[C:11]([OH:13])=[O:12])[CH:5]=[C:6]([CH3:8])[CH:7]=1.C(N(CC)C(C)C)(C)C.CN([P+](O[N:55]1[N:63]=[N:62][C:57]2[CH:58]=[CH:59][CH:60]=[CH:61][C:56]1=2)(N(C)C)N(C)C)C.F[P-](F)(F)(F)(F)F. The catalyst is ClCCl.C(OCC)(=O)C. The product is [N:62]1([O:12][C:11](=[O:13])[C:10]([C:14]2[CH:15]=[CH:16][C:17]([O:20][C:21]3[CH:26]=[CH:25][C:24]([CH2:27][CH:28]4[S:32][C:31](=[O:33])[NH:30][C:29]4=[O:34])=[CH:23][CH:22]=3)=[CH:18][CH:19]=2)=[CH:9][C:4]2[CH:3]=[C:2]([CH3:1])[CH:7]=[C:6]([CH3:8])[CH:5]=2)[C:57]2[CH:58]=[CH:59][CH:60]=[CH:61][C:56]=2[N:55]=[N:63]1. The yield is 0.760.